Dataset: NCI-60 drug combinations with 297,098 pairs across 59 cell lines. Task: Regression. Given two drug SMILES strings and cell line genomic features, predict the synergy score measuring deviation from expected non-interaction effect. (1) Drug 1: C1=CC(=CC=C1C#N)C(C2=CC=C(C=C2)C#N)N3C=NC=N3. Drug 2: C(=O)(N)NO. Cell line: SK-OV-3. Synergy scores: CSS=-3.04, Synergy_ZIP=2.69, Synergy_Bliss=1.33, Synergy_Loewe=-2.06, Synergy_HSA=-3.71. (2) Drug 1: COC1=CC(=CC(=C1O)OC)C2C3C(COC3=O)C(C4=CC5=C(C=C24)OCO5)OC6C(C(C7C(O6)COC(O7)C8=CC=CS8)O)O. Drug 2: CC12CCC3C(C1CCC2O)C(CC4=C3C=CC(=C4)O)CCCCCCCCCS(=O)CCCC(C(F)(F)F)(F)F. Cell line: SNB-75. Synergy scores: CSS=6.86, Synergy_ZIP=-4.83, Synergy_Bliss=-0.735, Synergy_Loewe=-3.52, Synergy_HSA=0.615. (3) Cell line: OVCAR-8. Synergy scores: CSS=52.3, Synergy_ZIP=-0.486, Synergy_Bliss=-2.68, Synergy_Loewe=-2.04, Synergy_HSA=-1.38. Drug 2: CC1=CC=C(C=C1)C2=CC(=NN2C3=CC=C(C=C3)S(=O)(=O)N)C(F)(F)F. Drug 1: CC12CCC3C(C1CCC2=O)CC(=C)C4=CC(=O)C=CC34C. (4) Drug 1: CC1C(C(CC(O1)OC2CC(CC3=C2C(=C4C(=C3O)C(=O)C5=C(C4=O)C(=CC=C5)OC)O)(C(=O)C)O)N)O.Cl. Drug 2: COCCOC1=C(C=C2C(=C1)C(=NC=N2)NC3=CC=CC(=C3)C#C)OCCOC.Cl. Cell line: SK-OV-3. Synergy scores: CSS=15.9, Synergy_ZIP=-5.30, Synergy_Bliss=-0.325, Synergy_Loewe=1.81, Synergy_HSA=2.03. (5) Drug 1: CC(C1=C(C=CC(=C1Cl)F)Cl)OC2=C(N=CC(=C2)C3=CN(N=C3)C4CCNCC4)N. Drug 2: C1=NC2=C(N1)C(=S)N=C(N2)N. Cell line: 786-0. Synergy scores: CSS=40.0, Synergy_ZIP=-1.42, Synergy_Bliss=-1.58, Synergy_Loewe=-3.39, Synergy_HSA=-1.16. (6) Drug 1: CC(CN1CC(=O)NC(=O)C1)N2CC(=O)NC(=O)C2. Drug 2: CS(=O)(=O)CCNCC1=CC=C(O1)C2=CC3=C(C=C2)N=CN=C3NC4=CC(=C(C=C4)OCC5=CC(=CC=C5)F)Cl. Cell line: IGROV1. Synergy scores: CSS=35.5, Synergy_ZIP=-5.46, Synergy_Bliss=-3.35, Synergy_Loewe=-1.70, Synergy_HSA=0.842. (7) Drug 1: C(=O)(N)NO. Drug 2: C1CN(P(=O)(OC1)NCCCl)CCCl. Cell line: SF-268. Synergy scores: CSS=0.208, Synergy_ZIP=0.0184, Synergy_Bliss=-1.11, Synergy_Loewe=-1.15, Synergy_HSA=-1.31.